From a dataset of Full USPTO retrosynthesis dataset with 1.9M reactions from patents (1976-2016). Predict the reactants needed to synthesize the given product. (1) Given the product [NH2:8][C:9]1[CH:14]=[C:13]([CH:12]=[C:11]([C:17]2([F:28])[CH2:18][NH:19][CH2:20]2)[C:10]=1[Cl:29])[C:15]#[N:16], predict the reactants needed to synthesize it. The reactants are: C(OC([N:8](CC1C=CC(OC)=CC=1)[C:9]1[C:10]([Cl:29])=[C:11]([C:17]2([F:28])[CH2:20][N:19](C(OC(C)(C)C)=O)[CH2:18]2)[CH:12]=[C:13]([C:15]#[N:16])[CH:14]=1)=O)(C)(C)C.C1(OC)C=CC=CC=1.C(O)(C(F)(F)F)=O. (2) Given the product [CH3:16][C:9]1([CH3:17])[C:10]2=[CH:11][N:12]=[CH:13][CH:14]=[C:15]2[C:5]2[CH:4]=[CH:3][C:2]([NH2:19])=[CH:7][C:6]=2[O:8]1.[CH3:16][C:9]1([CH3:17])[C:10]2=[CH:11][N:12]=[CH:13][CH:14]=[C:15]2[C:5]2[CH:4]=[CH:3][C:2]([NH:19][C:18](=[O:25])[O:20][C:21]([CH3:24])([CH3:23])[CH3:22])=[CH:7][C:6]=2[O:8]1, predict the reactants needed to synthesize it. The reactants are: Br[C:2]1[CH:3]=[CH:4][C:5]2[C:15]3[C:10](=[CH:11][N:12]=[CH:13][CH:14]=3)[C:9]([CH3:17])([CH3:16])[O:8][C:6]=2[CH:7]=1.[C:18](=[O:25])([O:20][C:21]([CH3:24])([CH3:23])[CH3:22])[NH2:19].C([O-])([O-])=O.[Cs+].[Cs+].CC1(C)C2C(=C(P(C3C=CC=CC=3)C3C=CC=CC=3)C=CC=2)OC2C(P(C3C=CC=CC=3)C3C=CC=CC=3)=CC=CC1=2. (3) Given the product [C:18]1([C:21]2[CH:22]=[CH:23][CH:24]=[CH:25][CH:26]=2)[CH:17]=[CH:16][C:15]([CH2:14][C@H:12]2[N:11](/[CH:27]=[CH:28]/[C:29]3[CH:30]=[CH:31][CH:32]=[CH:33][CH:34]=3)[C:10](=[O:35])[C:9](=[CH2:1])[CH2:13]2)=[CH:20][CH:19]=1, predict the reactants needed to synthesize it. The reactants are: [C:1]([C@@H:9]1[CH2:13][CH:12]([CH2:14][C:15]2[CH:20]=[CH:19][C:18]([C:21]3[CH:26]=[CH:25][CH:24]=[CH:23][CH:22]=3)=[CH:17][CH:16]=2)[N:11](/[CH:27]=[CH:28]/[C:29]2[CH:34]=[CH:33][CH:32]=[CH:31][CH:30]=2)[C:10]1=[O:35])(=O)C1C=CC=CC=1.CCN(C(C)C)C(C)C.C=O.C1(C)C=CC=CC=1. (4) Given the product [CH2:1]([C@H:8]1[CH2:12][O:11][C:10](=[O:13])[N:9]1[C:14](=[O:20])[C@H:15]([CH:17]1[CH2:19][CH2:18]1)[O:16][Si:35]([CH:42]([CH3:44])[CH3:43])([CH:39]([CH3:41])[CH3:40])[CH:36]([CH3:38])[CH3:37])[C:2]1[CH:3]=[CH:4][CH:5]=[CH:6][CH:7]=1, predict the reactants needed to synthesize it. The reactants are: [CH2:1]([C@H:8]1[CH2:12][O:11][C:10](=[O:13])[N:9]1[C:14](=[O:20])[C@H:15]([CH:17]1[CH2:19][CH2:18]1)[OH:16])[C:2]1[CH:7]=[CH:6][CH:5]=[CH:4][CH:3]=1.N1C(C)=CC=CC=1C.FC(F)(F)S(O[Si:35]([CH:42]([CH3:44])[CH3:43])([CH:39]([CH3:41])[CH3:40])[CH:36]([CH3:38])[CH3:37])(=O)=O. (5) Given the product [CH2:3]([C:10]1([OH:13])[CH2:11][CH2:12][CH:7]([C:6]([F:14])([F:15])[F:5])[CH2:8][CH2:9]1)[CH3:4], predict the reactants needed to synthesize it. The reactants are: [Mg].Br[CH2:3][CH3:4].[F:5][C:6]([F:15])([F:14])[CH:7]1[CH2:12][CH2:11][C:10](=[O:13])[CH2:9][CH2:8]1.S(=O)(=O)(O)O. (6) Given the product [C:1]([C:5]1[CH:10]=[CH:9][C:8]([C:11]2[N:15]([C:40]([Cl:42])=[O:41])[CH:14]([C:16]3[CH:21]=[CH:20][C:19]([Cl:22])=[CH:18][CH:17]=3)[CH:13]([C:23]3[CH:24]=[CH:25][C:26]([Cl:29])=[CH:27][CH:28]=3)[N:12]=2)=[C:7]([O:30][CH2:31][CH3:32])[CH:6]=1)([CH3:4])([CH3:2])[CH3:3], predict the reactants needed to synthesize it. The reactants are: [C:1]([C:5]1[CH:10]=[CH:9][C:8]([C:11]2[NH:12][CH:13]([C:23]3[CH:28]=[CH:27][C:26]([Cl:29])=[CH:25][CH:24]=3)[CH:14]([C:16]3[CH:21]=[CH:20][C:19]([Cl:22])=[CH:18][CH:17]=3)[N:15]=2)=[C:7]([O:30][CH2:31][CH3:32])[CH:6]=1)([CH3:4])([CH3:3])[CH3:2].C(N(CC)CC)C.[C:40](Cl)([Cl:42])=[O:41]. (7) Given the product [NH2:19][C@@H:8]([C@H:7]([CH:1]1[CH2:2][CH2:3][CH2:4][CH2:5][CH2:6]1)[OH:30])[CH2:9][N:10]([CH3:18])[C:11](=[O:17])[O:12][C:13]([CH3:16])([CH3:14])[CH3:15], predict the reactants needed to synthesize it. The reactants are: [CH:1]1([C@H:7]([OH:30])[C@H:8]([N:19]2C(=O)C3C(=CC=CC=3)C2=O)[CH2:9][N:10]([CH3:18])[C:11](=[O:17])[O:12][C:13]([CH3:16])([CH3:15])[CH3:14])[CH2:6][CH2:5][CH2:4][CH2:3][CH2:2]1.CCO.O.NN. (8) The reactants are: [Cl:1][C:2]1[CH:35]=[CH:34][C:5]([O:6][CH:7]2[CH2:12][CH2:11][N:10]([C:13]([C:15]3[CH:16]=[C:17]4[C:21](=[CH:22][CH:23]=3)[N:20]([CH2:24][CH2:25][NH:26]C(=O)OC(C)(C)C)[CH:19]=[CH:18]4)=[O:14])[CH2:9][CH2:8]2)=[CH:4][CH:3]=1.FC(F)(F)C(O)=O. Given the product [NH2:26][CH2:25][CH2:24][N:20]1[C:21]2[C:17](=[CH:16][C:15]([C:13]([N:10]3[CH2:9][CH2:8][CH:7]([O:6][C:5]4[CH:4]=[CH:3][C:2]([Cl:1])=[CH:35][CH:34]=4)[CH2:12][CH2:11]3)=[O:14])=[CH:23][CH:22]=2)[CH:18]=[CH:19]1, predict the reactants needed to synthesize it. (9) Given the product [C:17]([NH:16][CH2:15][CH:5]([C:4](=[O:11])[C:3]([F:12])([F:13])[F:2])[C:6]([O:8][CH2:9][CH3:10])=[O:7])(=[O:24])[C:18]1[CH:23]=[CH:22][CH:21]=[CH:20][CH:19]=1, predict the reactants needed to synthesize it. The reactants are: [Na].[F:2][C:3]([F:13])([F:12])[C:4](=[O:11])[CH2:5][C:6]([O:8][CH2:9][CH3:10])=[O:7].Cl[CH2:15][NH:16][C:17](=[O:24])[C:18]1[CH:23]=[CH:22][CH:21]=[CH:20][CH:19]=1.